Regression. Given two drug SMILES strings and cell line genomic features, predict the synergy score measuring deviation from expected non-interaction effect. From a dataset of NCI-60 drug combinations with 297,098 pairs across 59 cell lines. Drug 1: C1CCN(CC1)CCOC2=CC=C(C=C2)C(=O)C3=C(SC4=C3C=CC(=C4)O)C5=CC=C(C=C5)O. Drug 2: CC(C)NC(=O)C1=CC=C(C=C1)CNNC.Cl. Cell line: NCIH23. Synergy scores: CSS=-3.26, Synergy_ZIP=0.297, Synergy_Bliss=-5.02, Synergy_Loewe=-7.92, Synergy_HSA=-8.19.